This data is from NCI-60 drug combinations with 297,098 pairs across 59 cell lines. The task is: Regression. Given two drug SMILES strings and cell line genomic features, predict the synergy score measuring deviation from expected non-interaction effect. (1) Drug 1: CCC1=C2CN3C(=CC4=C(C3=O)COC(=O)C4(CC)O)C2=NC5=C1C=C(C=C5)O. Drug 2: CC12CCC3C(C1CCC2O)C(CC4=C3C=CC(=C4)O)CCCCCCCCCS(=O)CCCC(C(F)(F)F)(F)F. Cell line: SF-295. Synergy scores: CSS=40.8, Synergy_ZIP=-1.13, Synergy_Bliss=-1.94, Synergy_Loewe=-64.0, Synergy_HSA=-1.46. (2) Drug 1: COC1=C(C=C2C(=C1)N=CN=C2NC3=CC(=C(C=C3)F)Cl)OCCCN4CCOCC4. Drug 2: C1=NC2=C(N1)C(=S)N=CN2. Cell line: SNB-75. Synergy scores: CSS=24.6, Synergy_ZIP=-14.4, Synergy_Bliss=-16.5, Synergy_Loewe=-15.2, Synergy_HSA=-12.0. (3) Drug 1: CCN(CC)CCNC(=O)C1=C(NC(=C1C)C=C2C3=C(C=CC(=C3)F)NC2=O)C. Drug 2: C1CC(=O)NC(=O)C1N2C(=O)C3=CC=CC=C3C2=O. Cell line: RXF 393. Synergy scores: CSS=0.763, Synergy_ZIP=-0.201, Synergy_Bliss=-0.537, Synergy_Loewe=-0.222, Synergy_HSA=-2.32. (4) Drug 1: CN(CC1=CN=C2C(=N1)C(=NC(=N2)N)N)C3=CC=C(C=C3)C(=O)NC(CCC(=O)O)C(=O)O. Drug 2: CN(CCCl)CCCl.Cl. Cell line: NCI-H322M. Synergy scores: CSS=49.7, Synergy_ZIP=0.975, Synergy_Bliss=0.986, Synergy_Loewe=-52.5, Synergy_HSA=-0.753. (5) Drug 1: COC1=CC(=CC(=C1O)OC)C2C3C(COC3=O)C(C4=CC5=C(C=C24)OCO5)OC6C(C(C7C(O6)COC(O7)C8=CC=CS8)O)O. Drug 2: CN(C)C1=NC(=NC(=N1)N(C)C)N(C)C. Cell line: SNB-19. Synergy scores: CSS=51.6, Synergy_ZIP=1.38, Synergy_Bliss=0.771, Synergy_Loewe=-59.3, Synergy_HSA=-0.413. (6) Drug 1: CC1C(C(CC(O1)OC2CC(CC3=C2C(=C4C(=C3O)C(=O)C5=C(C4=O)C(=CC=C5)OC)O)(C(=O)CO)O)N)O.Cl. Drug 2: C1=C(C(=O)NC(=O)N1)F. Cell line: SF-295. Synergy scores: CSS=30.3, Synergy_ZIP=3.40, Synergy_Bliss=2.73, Synergy_Loewe=0.478, Synergy_HSA=0.713. (7) Drug 1: CC(C1=C(C=CC(=C1Cl)F)Cl)OC2=C(N=CC(=C2)C3=CN(N=C3)C4CCNCC4)N. Drug 2: CC1=C(C(=O)C2=C(C1=O)N3CC4C(C3(C2COC(=O)N)OC)N4)N. Cell line: COLO 205. Synergy scores: CSS=40.7, Synergy_ZIP=0.314, Synergy_Bliss=0.158, Synergy_Loewe=-6.06, Synergy_HSA=0.760. (8) Drug 1: C(=O)(N)NO. Drug 2: C1CCC(C(C1)N)N.C(=O)(C(=O)[O-])[O-].[Pt+4]. Cell line: OVCAR-8. Synergy scores: CSS=6.56, Synergy_ZIP=-6.34, Synergy_Bliss=-0.330, Synergy_Loewe=-13.3, Synergy_HSA=0.171. (9) Drug 1: CC1=C(N=C(N=C1N)C(CC(=O)N)NCC(C(=O)N)N)C(=O)NC(C(C2=CN=CN2)OC3C(C(C(C(O3)CO)O)O)OC4C(C(C(C(O4)CO)O)OC(=O)N)O)C(=O)NC(C)C(C(C)C(=O)NC(C(C)O)C(=O)NCCC5=NC(=CS5)C6=NC(=CS6)C(=O)NCCC[S+](C)C)O. Drug 2: COCCOC1=C(C=C2C(=C1)C(=NC=N2)NC3=CC=CC(=C3)C#C)OCCOC.Cl. Cell line: A498. Synergy scores: CSS=30.8, Synergy_ZIP=-5.56, Synergy_Bliss=-0.0946, Synergy_Loewe=6.49, Synergy_HSA=7.46.